This data is from Forward reaction prediction with 1.9M reactions from USPTO patents (1976-2016). The task is: Predict the product of the given reaction. Given the reactants Cl[C:2]1[N:17]=[C:5]2[C:6]([C:10]3[CH:15]=[CH:14][C:13]([F:16])=[CH:12][CH:11]=3)=[CH:7][CH:8]=[CH:9][N:4]2[N:3]=1.[CH3:18][N:19]1[CH2:24][CH2:23][N:22]([C:25]2[CH:26]=[C:27]([CH:29]=[CH:30][CH:31]=2)[NH2:28])[CH2:21][CH2:20]1, predict the reaction product. The product is: [F:16][C:13]1[CH:14]=[CH:15][C:10]([C:6]2[C:5]3[N:4]([N:3]=[C:2]([NH:28][C:27]4[CH:29]=[CH:30][CH:31]=[C:25]([N:22]5[CH2:21][CH2:20][N:19]([CH3:18])[CH2:24][CH2:23]5)[CH:26]=4)[N:17]=3)[CH:9]=[CH:8][CH:7]=2)=[CH:11][CH:12]=1.